Predict the reaction yield, written as a fraction of the theoretical maximum amount of product (1.0 means a 100% yield; for example, 0.34 means a 34% yield). From a dataset of Reaction yield outcomes from USPTO patents with 853,638 reactions. (1) The reactants are Cl.[Cl:2][C:3]1[CH:8]=[CH:7][C:6]([C@H:9]([NH2:14])[CH2:10][CH:11]2[CH2:13][CH2:12]2)=[C:5]([F:15])[CH:4]=1.C(N(CC)CC)C.[CH3:23][C:24]([O:27][C:28](O[C:28]([O:27][C:24]([CH3:26])([CH3:25])[CH3:23])=[O:29])=[O:29])([CH3:26])[CH3:25]. The catalyst is C(Cl)Cl. The product is [C:24]([O:27][C:28](=[O:29])[NH:14][C@@H:9]([C:6]1[CH:7]=[CH:8][C:3]([Cl:2])=[CH:4][C:5]=1[F:15])[CH2:10][CH:11]1[CH2:13][CH2:12]1)([CH3:26])([CH3:25])[CH3:23]. The yield is 0.940. (2) The reactants are [S:1](=[O:38])(=[O:37])([O:3][CH2:4][C@@H:5]1[CH2:9][C@@H:8]([O:10][C:11]2[CH:16]=[C:15]([NH:17][C@@H:18]3[C:26]4[C:21](=[CH:22][CH:23]=[CH:24][CH:25]=4)[CH2:20][C@@H:19]3[O:27][CH3:28])[N:14]=[CH:13][N:12]=2)[CH2:7][C@@H:6]1[O:29][Si](C(C)(C)C)(C)C)[NH2:2].F.N1C=CC=CC=1. The catalyst is N1C=CC=CC=1.C1COCC1. The product is [S:1](=[O:38])(=[O:37])([O:3][CH2:4][C@@H:5]1[CH2:9][C@@H:8]([O:10][C:11]2[CH:16]=[C:15]([NH:17][C@@H:18]3[C:26]4[C:21](=[CH:22][CH:23]=[CH:24][CH:25]=4)[CH2:20][C@@H:19]3[O:27][CH3:28])[N:14]=[CH:13][N:12]=2)[CH2:7][C@@H:6]1[OH:29])[NH2:2]. The yield is 0.520. (3) The reactants are [CH2:1]([O:3][C:4](=[O:11])[C:5](=O)[CH2:6][C:7](=[O:9])[CH3:8])[CH3:2].Cl.[NH2:13]O.C(=O)([O-])O.[Na+]. The catalyst is C(O)C. The product is [CH2:1]([O:3][C:4]([C:5]1[CH:6]=[C:7]([CH3:8])[O:9][N:13]=1)=[O:11])[CH3:2]. The yield is 0.680. (4) The reactants are [Br:1][C:2]1[C:3](Cl)=[N:4][CH:5]=[C:6]([N+:8]([O-:10])=[O:9])[CH:7]=1.[CH3:12][O:13][CH2:14][CH2:15][OH:16].C(=O)([O-])[O-].[K+].[K+]. The catalyst is CN(C=O)C.C(OCC)(=O)C. The product is [Br:1][C:2]1[C:3]([O:16][CH2:15][CH2:14][O:13][CH3:12])=[N:4][CH:5]=[C:6]([N+:8]([O-:10])=[O:9])[CH:7]=1. The yield is 0.860. (5) The reactants are C([O:8][C:9]1[C:14](=[O:15])[CH:13]=[CH:12][N:11]([CH2:16][C:17]([F:20])([F:19])[F:18])[C:10]=1[CH3:21])C1C=CC=CC=1. The catalyst is [Pd].CO. The product is [OH:8][C:9]1[C:14](=[O:15])[CH:13]=[CH:12][N:11]([CH2:16][C:17]([F:20])([F:18])[F:19])[C:10]=1[CH3:21]. The yield is 0.890. (6) The reactants are C(N(CC)CC)C.[CH3:8][C:9]1([CH3:17])[O:14][C:13](=[O:15])[CH2:12][C:11](=[O:16])[O:10]1.[Cl:18][C:19]1[CH:24]=[CH:23][CH:22]=[C:21]([N:25]=[C:26]=[O:27])[CH:20]=1.Cl. The catalyst is CN(C)C=O. The product is [Cl:18][C:19]1[CH:20]=[C:21]([NH:25][C:26]([OH:27])=[C:12]2[C:13](=[O:15])[O:14][C:9]([CH3:17])([CH3:8])[O:10][C:11]2=[O:16])[CH:22]=[CH:23][CH:24]=1. The yield is 0.750.